This data is from Reaction yield outcomes from USPTO patents with 853,638 reactions. The task is: Predict the reaction yield, written as a fraction of the theoretical maximum amount of product (1.0 means a 100% yield; for example, 0.34 means a 34% yield). (1) The reactants are [Cl:1][C:2]1[CH:3]=[C:4]([C:8]([N:10]=[C:11]=[S:12])=[O:9])[CH:5]=[CH:6][CH:7]=1.[CH3:13][O:14][C:15]1[CH:16]=[C:17]2[C:22](=[CH:23][C:24]=1[O:25][CH3:26])[N:21]=[CH:20][CH:19]=[C:18]2[O:27][C:28]1[CH:34]=[CH:33][C:31]([NH2:32])=[C:30]([CH3:35])[CH:29]=1.C1(C)C=CC=CC=1. The catalyst is C(O)C. The product is [Cl:1][C:2]1[CH:3]=[C:4]([CH:5]=[CH:6][CH:7]=1)[C:8]([NH:10][C:11]([NH:32][C:31]1[CH:33]=[CH:34][C:28]([O:27][C:18]2[C:17]3[C:22](=[CH:23][C:24]([O:25][CH3:26])=[C:15]([O:14][CH3:13])[CH:16]=3)[N:21]=[CH:20][CH:19]=2)=[CH:29][C:30]=1[CH3:35])=[S:12])=[O:9]. The yield is 0.500. (2) The reactants are [Cl:1][C:2]1[CH:7]=[C:6]([O:8][CH3:9])[C:5]([N+:10]([O-:12])=[O:11])=[CH:4][C:3]=1[CH2:13]O.[Br:15]P(Br)Br. The catalyst is ClCCl. The product is [Br:15][CH2:13][C:3]1[CH:4]=[C:5]([N+:10]([O-:12])=[O:11])[C:6]([O:8][CH3:9])=[CH:7][C:2]=1[Cl:1]. The yield is 0.542. (3) The reactants are [C:1]([N:5]1[CH2:9][CH2:8][N:7]([CH3:10])[C:6]1=[Cu-2:11]Cl)([CH3:4])([CH3:3])[CH3:2].[CH3:13][Si:14]([CH3:21])([CH3:20])[N-:15][Si:16]([CH3:19])([CH3:18])[CH3:17].C(N1CCN(CC)C1=[Cu-])(C)(C)C. No catalyst specified. The product is [CH3:13][Si:14]([CH3:21])([CH3:20])[N-:15][Si:16]([CH3:19])([CH3:18])[CH3:17].[C:1]([N:5]1[CH2:9][CH2:8][N:7]([CH3:10])[C:6]1=[Cu-:11])([CH3:4])([CH3:3])[CH3:2]. The yield is 0.440. (4) The reactants are [F:1][C:2]1[CH:7]=[CH:6][CH:5]=[C:4]([F:8])[C:3]=1[N:9]1[C:14]2[N:15]=[C:16](S(C)=O)[N:17]=[C:18]([C:19]3[CH:20]=[C:21]([CH:32]=[CH:33][C:34]=3[CH3:35])[C:22]([NH:24][C:25]3[CH:30]=[CH:29][C:28]([F:31])=[CH:27][CH:26]=3)=[O:23])[C:13]=2[CH2:12][NH:11][C:10]1=[O:39].[CH3:40][N:41]1[CH2:46][CH2:45][CH:44]([NH2:47])[CH2:43][CH2:42]1.C(N(CC)C(C)C)(C)C. The catalyst is C1COCC1. The product is [F:1][C:2]1[CH:7]=[CH:6][CH:5]=[C:4]([F:8])[C:3]=1[N:9]1[C:14]2[N:15]=[C:16]([NH:47][CH:44]3[CH2:45][CH2:46][N:41]([CH3:40])[CH2:42][CH2:43]3)[N:17]=[C:18]([C:19]3[CH:20]=[C:21]([CH:32]=[CH:33][C:34]=3[CH3:35])[C:22]([NH:24][C:25]3[CH:30]=[CH:29][C:28]([F:31])=[CH:27][CH:26]=3)=[O:23])[C:13]=2[CH2:12][NH:11][C:10]1=[O:39]. The yield is 0.830. (5) The reactants are [CH2:1]([N:8]1[C:16]2[C:11](=[CH:12][CH:13]=[CH:14][C:15]=2[C:17]2[CH:22]=[CH:21][C:20]([F:23])=[C:19]([Cl:24])[CH:18]=2)[CH:10]=[CH:9]1)[C:2]1[CH:7]=[CH:6][CH:5]=[CH:4][CH:3]=1.[C:25](Cl)(=[O:29])[C:26](Cl)=[O:27].[CH2:31]([OH:33])[CH3:32]. No catalyst specified. The product is [CH2:1]([N:8]1[C:16]2[C:11](=[CH:12][CH:13]=[CH:14][C:15]=2[C:17]2[CH:22]=[CH:21][C:20]([F:23])=[C:19]([Cl:24])[CH:18]=2)[C:10]([C:25](=[O:29])[C:26]([O:33][CH2:31][CH3:32])=[O:27])=[CH:9]1)[C:2]1[CH:3]=[CH:4][CH:5]=[CH:6][CH:7]=1. The yield is 0.610. (6) The reactants are [Cl:1][C:2]1[CH:3]=[C:4]([C:9](=[O:14])[C:10]([F:13])([F:12])[F:11])[CH:5]=[C:6]([Cl:8])[CH:7]=1.[BH4-].[Na+].[OH-].[Na+].[NH4+].[Cl-]. The catalyst is CO. The product is [Cl:1][C:2]1[CH:3]=[C:4]([CH:9]([OH:14])[C:10]([F:11])([F:12])[F:13])[CH:5]=[C:6]([Cl:8])[CH:7]=1. The yield is 0.790. (7) The reactants are C([O:4][CH:5]([CH2:17][N:18]([C:22]1[CH:27]=[CH:26][CH:25]=[C:24]([C:28]2[CH:29]=[CH:30][C:31]3[N:35]=[CH:34][N:33]([CH3:36])[C:32]=3[CH:37]=2)[CH:23]=1)[C:19](=[O:21])[CH3:20])[CH2:6][N:7]1[CH2:16][CH2:15][C:14]2[C:9](=[CH:10][CH:11]=[CH:12][CH:13]=2)[CH2:8]1)(=O)C.[OH-].[Li+]. The catalyst is CCO.O. The product is [CH2:8]1[C:9]2[C:14](=[CH:13][CH:12]=[CH:11][CH:10]=2)[CH2:15][CH2:16][N:7]1[CH2:6][CH:5]([OH:4])[CH2:17][N:18]([C:22]1[CH:27]=[CH:26][CH:25]=[C:24]([C:28]2[CH:29]=[CH:30][C:31]3[N:35]=[CH:34][N:33]([CH3:36])[C:32]=3[CH:37]=2)[CH:23]=1)[C:19](=[O:21])[CH3:20]. The yield is 0.0670. (8) The reactants are [CH3:1][O:2][C:3]([C:5]1[O:6][C:7]2[CH:13]=[C:12](Br)[CH:11]=[CH:10][C:8]=2[CH:9]=1)=[O:4].[CH2:15]([B-](F)(F)F)[CH2:16][CH2:17][CH3:18].[K+]. No catalyst specified. The product is [CH3:1][O:2][C:3]([C:5]1[O:6][C:7]2[CH:13]=[C:12]([CH2:15][CH2:16][CH2:17][CH3:18])[CH:11]=[CH:10][C:8]=2[CH:9]=1)=[O:4]. The yield is 0.670. (9) The reactants are [C:1]([C:4]1[CH:33]=[CH:32][C:7]([O:8][CH2:9][C:10]2[CH:15]=[CH:14][C:13]([CH:16]([O:25]C3CCCCO3)[C:17]3[CH:18]=[C:19]([CH:22]=[CH:23][CH:24]=3)[C:20]#[N:21])=[CH:12][CH:11]=2)=[C:6]([CH2:34][CH2:35][CH3:36])[C:5]=1[OH:37])(=[O:3])[CH3:2].O.C1(C)C=CC(S(O)(=O)=O)=CC=1.CO.ClCCl. The catalyst is C(OCC)(=O)C. The product is [C:1]([C:4]1[CH:33]=[CH:32][C:7]([O:8][CH2:9][C:10]2[CH:11]=[CH:12][C:13]([CH:16]([OH:25])[C:17]3[CH:18]=[C:19]([CH:22]=[CH:23][CH:24]=3)[C:20]#[N:21])=[CH:14][CH:15]=2)=[C:6]([CH2:34][CH2:35][CH3:36])[C:5]=1[OH:37])(=[O:3])[CH3:2]. The yield is 0.930.